From a dataset of Reaction yield outcomes from USPTO patents with 853,638 reactions. Predict the reaction yield, written as a fraction of the theoretical maximum amount of product (1.0 means a 100% yield; for example, 0.34 means a 34% yield). The reactants are [C:1]([O:5][C:6](=[O:16])[NH:7][CH2:8][C:9]1[CH:14]=[CH:13][C:12]([Br:15])=[CH:11][CH:10]=1)([CH3:4])([CH3:3])[CH3:2].[H-].[Na+].Br[CH2:20][CH2:21][CH2:22][F:23]. The catalyst is CN(C=O)C. The product is [C:1]([O:5][C:6](=[O:16])[N:7]([CH2:8][C:9]1[CH:10]=[CH:11][C:12]([Br:15])=[CH:13][CH:14]=1)[CH2:20][CH2:21][CH2:22][F:23])([CH3:4])([CH3:2])[CH3:3]. The yield is 0.460.